Dataset: Reaction yield outcomes from USPTO patents with 853,638 reactions. Task: Predict the reaction yield, written as a fraction of the theoretical maximum amount of product (1.0 means a 100% yield; for example, 0.34 means a 34% yield). (1) The reactants are COC1C=C([C:11]([C@@H:13]2[C@:22]3(C)[C@H](C(C)(C)CCC3)C[C@H:15]([CH2:26][NH2:27])[C@H:14]2C)=[O:12])C=C(OC)C=1.C(O)(=O)C1C=CC=[N:32]C=1.C1(N=C=NC2CCCCC2)CCCCC1. The catalyst is C(Cl)Cl. The product is [N:27]1[CH:26]=[CH:15][CH:14]=[C:13]([C:11]([NH2:32])=[O:12])[CH:22]=1. The yield is 0.780. (2) The reactants are [N+:1]([C:4]1[CH:5]=[C:6]2[C:10](=[CH:11][CH:12]=1)[NH:9][CH:8]=[CH:7]2)([O-:3])=[O:2].[Al+3].[Cl-].[Cl-].[Cl-].Br[C:18]([CH3:21])([CH3:20])[CH3:19]. The catalyst is C(Cl)Cl. The product is [C:18]([C:7]1[C:6]2[C:10](=[CH:11][CH:12]=[C:4]([N+:1]([O-:3])=[O:2])[CH:5]=2)[NH:9][CH:8]=1)([CH3:21])([CH3:20])[CH3:19]. The yield is 0.310. (3) The product is [C:12]([O:20][CH2:21][O:22][C:23]([NH:11][CH2:10][C@H:2]1[CH2:3][CH2:4][C@H:5]([C:7]([OH:9])=[O:8])[CH2:6][CH2:1]1)=[O:24])(=[O:19])[C:13]1[CH:18]=[CH:17][CH:16]=[CH:15][CH:14]=1. The reactants are [CH2:1]1[CH2:6][C@H:5]([C:7]([OH:9])=[O:8])[CH2:4][CH2:3][C@H:2]1[CH2:10][NH2:11].[C:12]([O:20][CH2:21][O:22][C:23](ON1C(=O)CCC1=O)=[O:24])(=[O:19])[C:13]1[CH:18]=[CH:17][CH:16]=[CH:15][CH:14]=1. The yield is 0.660. The catalyst is CC(OC)(C)C.CC(C)=O.O. (4) The reactants are [O:1]=[C:2]1[N:7]([C:8]2[CH:17]=[N:16][C:15]3[C:10](=[CH:11][C:12]([C:18]4[CH:19]=[N:20][CH:21]=[C:22]([NH:24][S:25]([C:28]5[CH:33]=[CH:32][CH:31]=[CH:30][CH:29]=5)(=[O:27])=[O:26])[CH:23]=4)=[CH:13][CH:14]=3)[N:9]=2)[CH2:6][CH2:5][N:4](C(OC(C)(C)C)=O)[CH2:3]1.FC(F)(F)C(O)=O. The catalyst is C(#N)C.C(OCC)(=O)C. The product is [O:1]=[C:2]1[CH2:3][NH:4][CH2:5][CH2:6][N:7]1[C:8]1[CH:17]=[N:16][C:15]2[C:10]([N:9]=1)=[CH:11][C:12]([C:18]1[CH:23]=[C:22]([NH:24][S:25]([C:28]3[CH:33]=[CH:32][CH:31]=[CH:30][CH:29]=3)(=[O:27])=[O:26])[CH:21]=[N:20][CH:19]=1)=[CH:13][CH:14]=2. The yield is 0.670. (5) The reactants are [CH3:1][S:2][CH3:3].[C:4](OOC(=O)C1C=CC=CC=1)(=[O:11])C1C=CC=CC=1.[CH2:22]([NH:24][CH2:25][CH3:26])[CH3:23]. The catalyst is C(#N)C.C(OCC)(=O)C. The product is [CH3:1][S:2][CH2:3][O:11][CH:4]1[CH2:26][CH2:25][NH:24][CH2:22][CH2:23]1. The yield is 0.540. (6) The reactants are [CH:1]1([CH2:4][C@@H:5]2[NH:10][C:9](=[O:11])[C@H:8]([CH2:12][CH:13]([CH3:15])[CH3:14])[NH:7][CH2:6]2)[CH2:3][CH2:2]1.[Cl:16][C:17]1[CH:22]=[CH:21][C:20]([C@@H:23]2[CH2:25][C@H:24]2[C:26](O)=[O:27])=[CH:19][CH:18]=1.C([C@@H]1N(C(=O)/C=C/C2C=CC=CC=2)C[C@H](CC(C)C)NC1=O)C(C)C. The product is [Cl:16][C:17]1[CH:18]=[CH:19][C:20]([C@@H:23]2[CH2:25][C@H:24]2[C:26]([N:7]2[CH2:6][C@H:5]([CH2:4][CH:1]3[CH2:2][CH2:3]3)[NH:10][C:9](=[O:11])[C@@H:8]2[CH2:12][CH:13]([CH3:15])[CH3:14])=[O:27])=[CH:21][CH:22]=1. No catalyst specified. The yield is 0.822. (7) The reactants are [CH2:1]([O:8][C:9]1[C:10]2[N:11]([CH:15]=[C:16]([C:18]3[CH:23]=[CH:22][C:21]([F:24])=[CH:20][CH:19]=3)[N:17]=2)[CH:12]=[CH:13][CH:14]=1)[C:2]1[CH:7]=[CH:6][CH:5]=[CH:4][CH:3]=1.[I:25]N1C(=O)CCC1=O. The catalyst is CN(C)C=O. The product is [CH2:1]([O:8][C:9]1[C:10]2[N:11]([C:15]([I:25])=[C:16]([C:18]3[CH:19]=[CH:20][C:21]([F:24])=[CH:22][CH:23]=3)[N:17]=2)[CH:12]=[CH:13][CH:14]=1)[C:2]1[CH:3]=[CH:4][CH:5]=[CH:6][CH:7]=1. The yield is 0.670. (8) The reactants are [Br:1]N1C(=O)CCC1=O.C1(P(C2C=CC=CC=2)C2C=CC=CC=2)C=CC=CC=1.N1C=CC=CC=1.[C:34]([O:38][C:39]([NH:41][C@H:42]([C:46]([O:48][CH:49]1[CH2:53][CH2:52][CH2:51][CH2:50]1)=[O:47])[CH2:43][CH2:44]O)=[O:40])([CH3:37])([CH3:36])[CH3:35]. The catalyst is C(Cl)Cl. The product is [Br:1][CH2:44][CH2:43][C@H:42]([NH:41][C:39]([O:38][C:34]([CH3:37])([CH3:36])[CH3:35])=[O:40])[C:46]([O:48][CH:49]1[CH2:53][CH2:52][CH2:51][CH2:50]1)=[O:47]. The yield is 0.840. (9) The reactants are [CH2:1]([O:8][C@H:9]([C:22]([F:25])([F:24])[F:23])[C@@H:10]([NH:14]C(OC(C)(C)C)=O)[C:11]([OH:13])=[O:12])[C:2]1[CH:7]=[CH:6][CH:5]=[CH:4][CH:3]=1.[ClH:26]. The catalyst is CCOC(C)=O. The product is [ClH:26].[NH2:14][C@H:10]([C@H:9]([O:8][CH2:1][C:2]1[CH:3]=[CH:4][CH:5]=[CH:6][CH:7]=1)[C:22]([F:24])([F:25])[F:23])[C:11]([OH:13])=[O:12]. The yield is 0.840. (10) The reactants are C(CC([O-])=O)#N.[CH2:7]([N:14]1[CH2:19][CH2:18][C:17](=O)[CH2:16][CH2:15]1)[C:8]1[CH:13]=[CH:12][CH:11]=[CH:10][CH:9]=1.[C:21]([CH2:23][C:24]([O:26][CH2:27][CH3:28])=[O:25])#[N:22].C(O)(=O)C. The catalyst is C1(C)C=CC=CC=1. The product is [CH2:7]([N:14]1[CH2:19][CH2:18][C:17](=[C:23]([C:21]#[N:22])[C:24]([O:26][CH2:27][CH3:28])=[O:25])[CH2:16][CH2:15]1)[C:8]1[CH:13]=[CH:12][CH:11]=[CH:10][CH:9]=1. The yield is 1.00.